From a dataset of NCI-60 drug combinations with 297,098 pairs across 59 cell lines. Regression. Given two drug SMILES strings and cell line genomic features, predict the synergy score measuring deviation from expected non-interaction effect. (1) Drug 1: CC1=C(C(=CC=C1)Cl)NC(=O)C2=CN=C(S2)NC3=CC(=NC(=N3)C)N4CCN(CC4)CCO. Drug 2: CN1C2=C(C=C(C=C2)N(CCCl)CCCl)N=C1CCCC(=O)O.Cl. Cell line: MOLT-4. Synergy scores: CSS=3.12, Synergy_ZIP=-2.10, Synergy_Bliss=2.26, Synergy_Loewe=-7.59, Synergy_HSA=-1.12. (2) Drug 1: COC1=NC(=NC2=C1N=CN2C3C(C(C(O3)CO)O)O)N. Drug 2: CN(C(=O)NC(C=O)C(C(C(CO)O)O)O)N=O. Cell line: U251. Synergy scores: CSS=3.67, Synergy_ZIP=0.249, Synergy_Bliss=1.11, Synergy_Loewe=-0.683, Synergy_HSA=-0.185. (3) Drug 1: CC1OCC2C(O1)C(C(C(O2)OC3C4COC(=O)C4C(C5=CC6=C(C=C35)OCO6)C7=CC(=C(C(=C7)OC)O)OC)O)O. Drug 2: CC1=CC=C(C=C1)C2=CC(=NN2C3=CC=C(C=C3)S(=O)(=O)N)C(F)(F)F. Cell line: K-562. Synergy scores: CSS=39.6, Synergy_ZIP=-4.00, Synergy_Bliss=-0.958, Synergy_Loewe=-13.1, Synergy_HSA=1.35.